This data is from Full USPTO retrosynthesis dataset with 1.9M reactions from patents (1976-2016). The task is: Predict the reactants needed to synthesize the given product. (1) The reactants are: [C:1]1([CH2:7][CH2:8][CH2:9][CH2:10]C(O)=O)[CH:6]=[CH:5][CH:4]=[CH:3][CH:2]=1.[I:14][NH-]. Given the product [I:14][CH2:10][CH2:9][CH2:8][CH2:7][C:1]1[CH:6]=[CH:5][CH:4]=[CH:3][CH:2]=1, predict the reactants needed to synthesize it. (2) Given the product [CH:10]12[CH2:13][CH:7]([CH:8]([CH2:14][NH:15][C:16]([C:17]3[C:18]([S:23][CH2:26][CH2:27][CH2:28][C:29]4[CH:34]=[CH:33][C:32]([F:35])=[CH:31][CH:30]=4)=[N:19][CH:20]=[CH:21][CH:22]=3)=[O:24])[CH2:9]1)[CH2:12][CH2:11]2, predict the reactants needed to synthesize it. The reactants are: C([O-])([O-])=O.[K+].[K+].[CH:7]12[CH2:13][CH:10]([CH2:11][CH2:12]1)[CH2:9][CH:8]2[CH2:14][NH:15][C:16](=[O:24])[C:17]1[CH:22]=[CH:21][CH:20]=[N:19][C:18]=1[SH:23].Br[CH2:26][CH2:27][CH2:28][C:29]1[CH:34]=[CH:33][C:32]([F:35])=[CH:31][CH:30]=1.CCCCCC.CC(=O)OCC. (3) Given the product [CH2:6]([O:8][C:9](=[O:29])[N:10]([C:18]1[CH:23]=[C:22]([NH:5][CH2:4][CH2:3][O:2][CH3:1])[N:21]=[C:20]([NH2:25])[C:19]=1[N+:26]([O-:28])=[O:27])[CH2:11][C:12]1[CH:13]=[CH:14][CH:15]=[CH:16][CH:17]=1)[CH3:7], predict the reactants needed to synthesize it. The reactants are: [CH3:1][O:2][CH2:3][CH2:4][NH2:5].[CH2:6]([O:8][C:9](=[O:29])[N:10]([C:18]1[CH:23]=[C:22](Br)[N:21]=[C:20]([NH2:25])[C:19]=1[N+:26]([O-:28])=[O:27])[CH2:11][C:12]1[CH:17]=[CH:16][CH:15]=[CH:14][CH:13]=1)[CH3:7]. (4) Given the product [C:14]([C:13]1[CH:16]=[CH:17][CH:18]=[CH:19][C:12]=1[S:9]([N:5]1[CH2:6][CH2:7][CH2:8][C:2]([NH:1][C:48]([C@@H:43]([NH:42][C:35](=[O:36])[O:37][C:38]([CH3:39])([CH3:41])[CH3:40])[CH2:44][CH:45]([CH3:47])[CH3:46])=[O:49])([CH3:20])[CH2:3][CH2:4]1)(=[O:11])=[O:10])#[N:15], predict the reactants needed to synthesize it. The reactants are: [NH2:1][C:2]1([CH3:20])[CH2:8][CH2:7][CH2:6][N:5]([S:9]([C:12]2[CH:19]=[CH:18][CH:17]=[CH:16][C:13]=2[C:14]#[N:15])(=[O:11])=[O:10])[CH2:4][CH2:3]1.C(Cl)CCl.C1C=CC2N(O)N=NC=2C=1.[C:35]([NH:42][C@H:43]([C:48](O)=[O:49])[CH2:44][CH:45]([CH3:47])[CH3:46])([O:37][C:38]([CH3:41])([CH3:40])[CH3:39])=[O:36].CCN(C(C)C)C(C)C. (5) Given the product [CH3:8][C:6]1([CH3:7])[C:2]([CH3:16])([CH3:1])[O:3][B:4]([C:9]2[CH:14]=[CH:13][C:12]([O:15][CH2:24][CH2:23][N:17]3[CH2:22][CH2:21][O:20][CH2:19][CH2:18]3)=[CH:11][CH:10]=2)[O:5]1, predict the reactants needed to synthesize it. The reactants are: [CH3:1][C:2]1([CH3:16])[C:6]([CH3:8])([CH3:7])[O:5][B:4]([C:9]2[CH:14]=[CH:13][C:12]([OH:15])=[CH:11][CH:10]=2)[O:3]1.[N:17]1([CH2:23][CH2:24]O)[CH2:22][CH2:21][O:20][CH2:19][CH2:18]1.C1(P(C2C=CC=CC=2)C2C=CC=CC=2)C=CC=CC=1.CC(OC(/N=N/C(OC(C)C)=O)=O)C. (6) Given the product [ClH:3].[ClH:27].[Cl:27][C:28]1[CH:33]=[C:32]([CH:18]([CH:19]2[CH2:20][CH2:21][CH2:22][CH2:23][CH2:24]2)[CH2:17][N:11]2[CH2:10][CH2:15][N:14]([CH3:16])[CH2:13][CH2:12]2)[CH:31]=[CH:30][CH:29]=1, predict the reactants needed to synthesize it. The reactants are: Cl.Cl.[Cl:3]C1C=C([CH:10]2[CH2:15][N:14]([CH3:16])[CH2:13][CH2:12][N:11]2[CH2:17][CH2:18][CH:19]2[CH2:24][CH2:23][CH2:22][CH2:21][CH2:20]2)C=CC=1.Cl.Cl.[Cl:27][C:28]1[CH:29]=[C:30](C(C2CCCCC2)CN2CCNCC2)[CH:31]=[CH:32][CH:33]=1. (7) Given the product [Cl:32][C:33]1[CH:38]=[CH:37][C:36]([C:2]2[C:11]3[C:6](=[CH:7][C:8]([S:12]([NH:15][C:16]4[S:17][CH:18]=[CH:19][N:20]=4)(=[O:13])=[O:14])=[CH:9][CH:10]=3)[CH:5]=[N:4][N:3]=2)=[C:35]([O:42][CH3:43])[CH:34]=1, predict the reactants needed to synthesize it. The reactants are: Cl[C:2]1[C:11]2[C:6](=[CH:7][C:8]([S:12]([N:15](CC3C=CC(OC)=CC=3OC)[C:16]3[S:17][CH:18]=[CH:19][N:20]=3)(=[O:14])=[O:13])=[CH:9][CH:10]=2)[CH:5]=[N:4][N:3]=1.[Cl:32][C:33]1[CH:38]=[CH:37][C:36](B(O)O)=[C:35]([O:42][CH3:43])[CH:34]=1.P([O-])([O-])([O-])=O.[K+].[K+].[K+].O1CCOCC1.